From a dataset of Forward reaction prediction with 1.9M reactions from USPTO patents (1976-2016). Predict the product of the given reaction. (1) Given the reactants CC[N:3](C(C)C)C(C)C.[Cl:10][C:11]1[CH:19]=[CH:18][C:17]([C:20]2[S:24][CH:23]=[N:22][CH:21]=2)=[CH:16][C:12]=1[C:13](O)=[O:14].ClC(OC(C)C)=O.N, predict the reaction product. The product is: [Cl:10][C:11]1[CH:19]=[CH:18][C:17]([C:20]2[S:24][CH:23]=[N:22][CH:21]=2)=[CH:16][C:12]=1[C:13]([NH2:3])=[O:14]. (2) Given the reactants Cl.[Cl:2][C:3]1[C:8]([CH2:9][NH2:10])=[CH:7][CH:6]=[CH:5][N:4]=1.O1CCCC1.C(N(C(C)C)CC)(C)C.[Cl:25][C:26]1[C:27]([Cl:35])=[C:28]([N:32]=[C:33]=[S:34])[CH:29]=[CH:30][CH:31]=1, predict the reaction product. The product is: [Cl:2][C:3]1[C:8]([CH2:9][NH:10][C:33]([NH:32][C:28]2[CH:29]=[CH:30][CH:31]=[C:26]([Cl:25])[C:27]=2[Cl:35])=[S:34])=[CH:7][CH:6]=[CH:5][N:4]=1. (3) Given the reactants [Cl:1][C:2]1[C:3]([F:31])=[C:4]([C@@H:8]2[C@:12]([C:15]3[CH:20]=[CH:19][C:18]([Cl:21])=[CH:17][C:16]=3[F:22])([C:13]#[N:14])[C@H:11]([CH2:23][C:24]([CH3:27])([CH3:26])[CH3:25])[NH:10][C@H:9]2[C:28](O)=[O:29])[CH:5]=[CH:6][CH:7]=1.C(Cl)Cl.[NH2:35][C:36]1[CH:45]=[CH:44][C:39]([C:40]([O:42][CH3:43])=[O:41])=[CH:38][C:37]=1[CH3:46].O, predict the reaction product. The product is: [Cl:1][C:2]1[C:3]([F:31])=[C:4]([C@@H:8]2[C@:12]([C:15]3[CH:20]=[CH:19][C:18]([Cl:21])=[CH:17][C:16]=3[F:22])([C:13]#[N:14])[C@H:11]([CH2:23][C:24]([CH3:27])([CH3:25])[CH3:26])[NH:10][C@H:9]2[C:28]([NH:35][C:36]2[CH:45]=[CH:44][C:39]([C:40]([O:42][CH3:43])=[O:41])=[CH:38][C:37]=2[CH3:46])=[O:29])[CH:5]=[CH:6][CH:7]=1. (4) Given the reactants C([NH:4][C:5]1[C:14]2[C:9](=[CH:10][CH:11]=[C:12](Cl)[CH:13]=2)[N:8]=[C:7]([NH:16][CH2:17][C:18]2[CH:23]=[C:22]([F:24])[CH:21]=[CH:20][C:19]=2[O:25][CH3:26])[CH:6]=1)C=C.[CH2:27]([NH2:34])[C:28]1[CH:33]=[CH:32][CH:31]=[CH:30][CH:29]=1, predict the reaction product. The product is: [CH2:27]([NH:34][C:12]1[CH:13]=[C:14]2[C:9](=[CH:10][CH:11]=1)[N:8]=[C:7]([NH:16][CH2:17][C:18]1[CH:23]=[C:22]([F:24])[CH:21]=[CH:20][C:19]=1[O:25][CH3:26])[CH:6]=[C:5]2[NH2:4])[C:28]1[CH:33]=[CH:32][CH:31]=[CH:30][CH:29]=1. (5) Given the reactants CC1C=CC(S(O[CH2:12][CH2:13][CH2:14][C:15]2[CH:20]=[CH:19][C:18]([O:21][CH2:22][CH2:23][CH2:24][N:25]3[CH2:31][CH2:30][CH2:29][CH2:28][CH2:27][CH2:26]3)=[CH:17][CH:16]=2)(=O)=O)=CC=1.ClCCCC1C=CC(OCCCN2CCCCCC2)=CC=1.[Cl:53][C:54]1[CH:59]=[CH:58][C:57]([CH2:60][C:61]2[C:70]3[C:65](=[CH:66][CH:67]=[CH:68][CH:69]=3)[C:64](=[O:71])[N:63]([CH:72]3[CH2:78][CH2:77][CH2:76][NH:75][CH2:74][CH2:73]3)[N:62]=2)=[CH:56][CH:55]=1.[I-].[Na+].C(=O)([O-])[O-].[K+].[K+], predict the reaction product. The product is: [Cl:53][C:54]1[CH:59]=[CH:58][C:57]([CH2:60][C:61]2[C:70]3[C:65](=[CH:66][CH:67]=[CH:68][CH:69]=3)[C:64](=[O:71])[N:63]([CH:72]3[CH2:78][CH2:77][CH2:76][N:75]([CH2:12][CH2:13][CH2:14][C:15]4[CH:16]=[CH:17][C:18]([O:21][CH2:22][CH2:23][CH2:24][N:25]5[CH2:26][CH2:27][CH2:28][CH2:29][CH2:30][CH2:31]5)=[CH:19][CH:20]=4)[CH2:74][CH2:73]3)[N:62]=2)=[CH:56][CH:55]=1.